From a dataset of Catalyst prediction with 721,799 reactions and 888 catalyst types from USPTO. Predict which catalyst facilitates the given reaction. (1) Reactant: C[O:2][C:3]1[CH:8]=[CH:7][C:6]([CH2:9][CH2:10][CH2:11][CH2:12][OH:13])=[CH:5][CH:4]=1.B(Br)(Br)Br. Product: [OH:2][C:3]1[CH:4]=[CH:5][C:6]([CH2:9][CH2:10][CH2:11][CH2:12][OH:13])=[CH:7][CH:8]=1. The catalyst class is: 4. (2) Reactant: [Br:1][C:2]1[CH:13]=[C:6]2[C:7]([O:9]C(=O)[NH:11][C:5]2=[CH:4][CH:3]=1)=O.[NH:14]1[CH2:19][CH2:18][O:17][CH2:16][CH2:15]1. Product: [NH2:11][C:5]1[CH:4]=[CH:3][C:2]([Br:1])=[CH:13][C:6]=1[C:7]([N:14]1[CH2:19][CH2:18][O:17][CH2:16][CH2:15]1)=[O:9]. The catalyst class is: 1.